Dataset: Reaction yield outcomes from USPTO patents with 853,638 reactions. Task: Predict the reaction yield, written as a fraction of the theoretical maximum amount of product (1.0 means a 100% yield; for example, 0.34 means a 34% yield). (1) The reactants are [Br:1][C:2]1[CH:3]=[N:4][C:5](Cl)=[N:6][CH:7]=1.[C:9]([O:13][C:14](=[O:21])[NH:15][C@H:16]1[CH2:20][CH2:19][NH:18][CH2:17]1)([CH3:12])([CH3:11])[CH3:10].C(N(C(C)C)C(C)C)C.ClCCl. The catalyst is C(#N)C. The product is [C:9]([O:13][C:14](=[O:21])[NH:15][C@H:16]1[CH2:20][CH2:19][N:18]([C:5]2[N:4]=[CH:3][C:2]([Br:1])=[CH:7][N:6]=2)[CH2:17]1)([CH3:12])([CH3:10])[CH3:11]. The yield is 0.710. (2) The reactants are N1(C([O-])=O)CCC[CH2:2]1.[CH2:9]([C@@H:16]1[CH2:20]OC(=O)N1C(=O)CC1C=CC(C(F)(F)F)=C(F)C=1)[C:10]1C=CC=[CH:12][CH:11]=1.C(N(C(C)C)CC)(C)C.COC1CCCN1[C:52]([O:54][C:55]([CH3:58])(C)C)=[O:53]. The catalyst is ClCCl.[Ti](Cl)(Cl)(Cl)Cl. The product is [CH3:20][CH2:16][CH2:9][CH2:10][CH2:11][CH3:12].[C:52]([O:54][CH2:55][CH3:58])(=[O:53])[CH3:2]. The yield is 0.623. (3) The reactants are [C:1]([C:4]1[C:22](=[O:23])[C@@:8]2([CH3:24])[C:9]3[C:15]([OH:16])=[CH:14][C:13]([O:17][CH3:18])=[C:12]([C:19]([NH2:21])=[O:20])[C:10]=3[O:11][C:7]2=[CH:6][C:5]=1[OH:25])(=[O:3])[CH3:2].[Cl:26][C:27]1[CH:46]=[C:45]([F:47])[CH:44]=[CH:43][C:28]=1[CH2:29][O:30][C:31]1[C:40]2[C:35](=[CH:36][CH:37]=[CH:38][CH:39]=2)[C:34]([CH:41]=O)=[CH:33][CH:32]=1.C([SiH](CC)CC)C.FC(F)(F)C(O)=O. The catalyst is C(#N)C. The product is [C:1]([C:4]1[C:22](=[O:23])[C@@:8]2([CH3:24])[C:9]3[C:15]([OH:16])=[CH:14][C:13]([O:17][CH3:18])=[C:12]([C:19]([NH:21][CH2:41][C:34]4[C:35]5[C:40](=[CH:39][CH:38]=[CH:37][CH:36]=5)[C:31]([O:30][CH2:29][C:28]5[CH:43]=[CH:44][C:45]([F:47])=[CH:46][C:27]=5[Cl:26])=[CH:32][CH:33]=4)=[O:20])[C:10]=3[O:11][C:7]2=[CH:6][C:5]=1[OH:25])(=[O:3])[CH3:2]. The yield is 0.530. (4) The reactants are [F:1][C:2]1[CH:7]=[CH:6][C:5]([N:8]=C=O)=[CH:4][CH:3]=1.C([NH:14][O:15][CH2:16]C)(=O)C.C(N(CC)CC)C.[O:25]1CCCC1. The product is [NH2:14][O:15][C:16]([NH:8][C:5]1[CH:6]=[CH:7][C:2]([F:1])=[CH:3][CH:4]=1)=[O:25]. The yield is 0.690. No catalyst specified.